Predict the product of the given reaction. From a dataset of Forward reaction prediction with 1.9M reactions from USPTO patents (1976-2016). (1) Given the reactants [CH2:1]([O:3][C:4]([CH2:6][CH2:7][CH2:8][N:9]1[C:13](/[CH:14]=[C:15]2\[CH2:16][N:17]([C:22]([C:35]3[CH:40]=[CH:39][CH:38]=[CH:37][CH:36]=3)([C:29]3[CH:34]=[CH:33][CH:32]=[CH:31][CH:30]=3)[C:23]3[CH:28]=[CH:27][CH:26]=[CH:25][CH:24]=3)[CH2:18][CH2:19][CH:20]\2O)=[CH:12][N:11]=[N:10]1)=[O:5])[CH3:2].C(OC(OCC(C)(C)C)N(C)C)C(C)(C)C.[C:57]([OH:60])(=[S:59])[CH3:58].[Cl-].[Na+], predict the reaction product. The product is: [C:57]([S:59][CH:20]1[CH2:19][CH2:18][N:17]([C:22]([C:29]2[CH:30]=[CH:31][CH:32]=[CH:33][CH:34]=2)([C:35]2[CH:40]=[CH:39][CH:38]=[CH:37][CH:36]=2)[C:23]2[CH:24]=[CH:25][CH:26]=[CH:27][CH:28]=2)[CH2:16]/[C:15]/1=[CH:14]\[C:13]1[N:9]([CH2:8][CH2:7][CH2:6][C:4]([O:3][CH2:1][CH3:2])=[O:5])[N:10]=[N:11][CH:12]=1)(=[O:60])[CH3:58]. (2) Given the reactants C1C(=O)N([Br:8])C(=O)C1.[CH2:9]([NH:11][C:12]([NH:14][CH2:15][C:16]1[CH:42]=[C:41]([F:43])[CH:40]=[CH:39][C:17]=1[CH2:18][O:19][C:20]1[CH:25]=[C:24]([CH3:26])[N:23]([C:27]2[CH:28]=[C:29]([CH:34]=[CH:35][C:36]=2[CH3:37])[C:30]([O:32][CH3:33])=[O:31])[C:22](=[O:38])[CH:21]=1)=[O:13])[CH3:10], predict the reaction product. The product is: [Br:8][C:21]1[C:22](=[O:38])[N:23]([C:27]2[CH:28]=[C:29]([CH:34]=[CH:35][C:36]=2[CH3:37])[C:30]([O:32][CH3:33])=[O:31])[C:24]([CH3:26])=[CH:25][C:20]=1[O:19][CH2:18][C:17]1[CH:39]=[CH:40][C:41]([F:43])=[CH:42][C:16]=1[CH2:15][NH:14][C:12]([NH:11][CH2:9][CH3:10])=[O:13]. (3) Given the reactants [N:1]1([C:7]([C:9]2[CH:14]=[CH:13][CH:12]=[C:11]([C:15]3[CH:16]=[C:17]4[CH:23]=[N:22][NH:21][C:18]4=[N:19][CH:20]=3)[CH:10]=2)=[O:8])[CH2:6][CH2:5][O:4][CH2:3][CH2:2]1.[I:24]N1C(=O)CCC1=O, predict the reaction product. The product is: [I:24][C:23]1[C:17]2[C:18](=[N:19][CH:20]=[C:15]([C:11]3[CH:10]=[C:9]([C:7]([N:1]4[CH2:2][CH2:3][O:4][CH2:5][CH2:6]4)=[O:8])[CH:14]=[CH:13][CH:12]=3)[CH:16]=2)[NH:21][N:22]=1. (4) Given the reactants [O-]CC.[Na+].[CH2:5]([O:7][C:8](=[O:25])[C:9]([O:12][C:13]1[CH:18]=[CH:17][C:16]([S:19][C:20](=O)N(C)C)=[CH:15][CH:14]=1)([CH3:11])[CH3:10])[CH3:6].[CH3:26][C:27]1[O:31][C:30]([C:32]2[CH:37]=[CH:36][C:35](C3C=CC=CC=3)=[CH:34][CH:33]=2)=[N:29][C:28]=1[CH2:44]COS(C1C=CC(C)=CC=1)(=O)=O, predict the reaction product. The product is: [CH2:5]([O:7][C:8](=[O:25])[C:9]([CH3:10])([O:12][C:13]1[CH:14]=[CH:15][C:16]([S:19][CH2:20][CH2:44][C:28]2[N:29]=[C:30]([C:32]3[CH:37]=[CH:36][CH:35]=[CH:34][CH:33]=3)[O:31][C:27]=2[CH3:26])=[CH:17][CH:18]=1)[CH3:11])[CH3:6]. (5) The product is: [N:10]1[CH:15]=[CH:14][CH:13]=[CH:12][C:11]=1[CH2:16][CH2:17][C:18]1[CH:19]=[CH:20][C:21]([CH2:24][CH2:25][N+:26]([O-:28])=[O:27])=[CH:22][CH:23]=1. Given the reactants O1CCCC1.CS(C)=O.[N:10]1[CH:15]=[CH:14][CH:13]=[CH:12][C:11]=1[CH2:16][CH2:17][C:18]1[CH:23]=[CH:22][C:21](/[CH:24]=[CH:25]/[N+:26]([O-:28])=[O:27])=[CH:20][CH:19]=1.C(O)(=O)C.[BH4-].[Na+], predict the reaction product. (6) The product is: [Mg:4].[NH:25]=[C:24]([C:20]1([C:17]2[CH:16]=[CH:15][C:14]([Cl:13])=[CH:19][CH:18]=2)[CH2:21][CH2:22][CH2:23]1)[CH2:7][C@@H:8]([CH3:11])[CH2:9][OH:10]. Given the reactants C([Mg:4]Cl)(C)C.Br[CH2:7][C@@H:8]([CH3:11])[CH2:9][OH:10].[Mg].[Cl:13][C:14]1[CH:19]=[CH:18][C:17]([C:20]2([C:24]#[N:25])[CH2:23][CH2:22][CH2:21]2)=[CH:16][CH:15]=1, predict the reaction product. (7) The product is: [F:40][C:41]([F:56])([F:55])[C:25]1[CH:2]=[CH:3][C:4]([O:5][CH:6]2[CH2:7][CH2:8][N:9]([S:12]([C:15]3[C:16]([CH3:22])=[N:17][N:18]([CH3:21])[C:19]=3[CH3:20])(=[O:13])=[O:14])[CH2:10][CH2:11]2)=[CH:23][CH:24]=1. Given the reactants Cl[C:2]1[CH:3]=[C:4]([CH:23]=[CH:24][C:25]=1Cl)[O:5][CH:6]1[CH2:11][CH2:10][N:9]([S:12]([C:15]2[C:16]([CH3:22])=[N:17][N:18]([CH3:21])[C:19]=2[CH3:20])(=[O:14])=[O:13])[CH2:8][CH2:7]1.CN1C(C)=C(S(Cl)(=O)=O)C(C)=N1.Cl.[F:40][C:41]([F:56])([F:55])C1C=CC(OC2CCNCC2)=CC=1, predict the reaction product. (8) Given the reactants [CH:1]1([NH:7][C:8]2[N:13]=[CH:12][N:11]=[C:10]([C:14]([OH:16])=O)[CH:9]=2)[CH2:6][CH2:5][CH2:4][CH2:3][CH2:2]1.[NH2:17][C:18]1[C:27]2[C:22](=[CH:23][CH:24]=[CH:25][CH:26]=2)[C:21]([OH:28])=[CH:20][CH:19]=1, predict the reaction product. The product is: [CH:1]1([NH:7][C:8]2[N:13]=[CH:12][N:11]=[C:10]([C:14]([NH:17][C:18]3[C:27]4[C:22](=[CH:23][CH:24]=[CH:25][CH:26]=4)[C:21]([OH:28])=[CH:20][CH:19]=3)=[O:16])[CH:9]=2)[CH2:2][CH2:3][CH2:4][CH2:5][CH2:6]1.